From a dataset of Reaction yield outcomes from USPTO patents with 853,638 reactions. Predict the reaction yield, written as a fraction of the theoretical maximum amount of product (1.0 means a 100% yield; for example, 0.34 means a 34% yield). (1) The reactants are [Cl:1][C:2]1[CH:3]=[C:4]2[C:8](=[CH:9][CH:10]=1)[NH:7][C:6](=[O:11])[C:5]2=[CH:12][C:13]1[NH:14][C:15]2[CH2:16][CH2:17][CH2:18][CH2:19][C:20]=2[C:21]=1[CH2:22][CH2:23][C:24](O)=[O:25].C(N1C=CN=C1)(N1C=CN=C1)=O.[NH2:39][CH2:40][CH2:41][N:42]1[CH2:47][CH2:46][O:45][CH2:44][CH2:43]1.O. The catalyst is CN(C)C=O. The product is [Cl:1][C:2]1[CH:3]=[C:4]2[C:8](=[CH:9][CH:10]=1)[NH:7][C:6](=[O:11])[C:5]2=[CH:12][C:13]1[NH:14][C:15]2[CH2:16][CH2:17][CH2:18][CH2:19][C:20]=2[C:21]=1[CH2:22][CH2:23][C:24]([NH:39][CH2:40][CH2:41][N:42]1[CH2:47][CH2:46][O:45][CH2:44][CH2:43]1)=[O:25]. The yield is 0.800. (2) The reactants are [CH3:1][C:2]1[CH:3]=[C:4]([CH:7]=[CH:8][CH:9]=1)[CH:5]=O.[C:10]([O:16][CH2:17][CH3:18])(=[O:15])[CH2:11]C([O-])=O. No catalyst specified. The product is [CH3:1][C:2]1[CH:3]=[C:4]([CH:7]=[CH:8][CH:9]=1)[CH:5]=[CH:11][C:10]([O:16][CH2:17][CH3:18])=[O:15]. The yield is 0.880. (3) The reactants are [F:1][C:2]1[CH:11]=[C:10]2[C:5]([CH:6]=[CH:7][C:8]([CH3:12])=[N:9]2)=[C:4]([N:13]2[CH2:18][CH2:17][NH:16][CH2:15][CH2:14]2)[CH:3]=1.[Cl:19][CH2:20][CH2:21][C:22]1[C:23]([F:33])=[CH:24][C:25]2[O:30][CH2:29][C:28](=[O:31])[NH:27][C:26]=2[CH:32]=1. No catalyst specified. The product is [ClH:19].[F:33][C:23]1[C:22]([CH2:21][CH2:20][N:16]2[CH2:15][CH2:14][N:13]([C:4]3[CH:3]=[C:2]([F:1])[CH:11]=[C:10]4[C:5]=3[CH:6]=[CH:7][C:8]([CH3:12])=[N:9]4)[CH2:18][CH2:17]2)=[CH:32][C:26]2[NH:27][C:28](=[O:31])[CH2:29][O:30][C:25]=2[CH:24]=1. The yield is 0.270. (4) The reactants are C(O[C:4](=[O:30])[C@H:5]([O:7][C:8]1[N:29]=[CH:28][C:11]2[C:12]3[N:16]([CH2:17][CH2:18][O:19][C:10]=2[CH:9]=1)[CH:15]=[C:14]([C:20]1[N:21]([CH:25]([CH3:27])[CH3:26])[N:22]=[CH:23][N:24]=1)[N:13]=3)[CH3:6])C.O.[OH-].[Li+].C[N:35](C(ON1N=NC2C=CC=NC1=2)=[N+](C)C)C.F[P-](F)(F)(F)(F)F.[Cl-].[NH4+].C(N(CC)CC)C. The catalyst is CO.O.C(OCC)(=O)C. The product is [CH:25]([N:21]1[C:20]([C:14]2[N:13]=[C:12]3[C:11]4[CH:28]=[N:29][C:8]([O:7][C@H:5]([CH3:6])[C:4]([NH2:35])=[O:30])=[CH:9][C:10]=4[O:19][CH2:18][CH2:17][N:16]3[CH:15]=2)=[N:24][CH:23]=[N:22]1)([CH3:27])[CH3:26]. The yield is 0.430. (5) The reactants are [C:1]1([OH:11])[C:10]2[C:5](=[CH:6][CH:7]=[CH:8][CH:9]=2)[CH:4]=[CH:3][CH:2]=1.O.[C:13]1(C)[CH:18]=[CH:17][C:16](S(O)(=O)=O)=[CH:15][CH:14]=1.C1CCC=CC=1. The catalyst is C1(C)C=CC=CC=1. The product is [CH:9]1[C:10]2[C:1]3[O:11][C:14]4[CH2:15][CH2:16][CH2:17][CH2:18][C:13]=4[C:2]=3[CH:3]=[CH:4][C:5]=2[CH:6]=[CH:7][CH:8]=1. The yield is 0.250. (6) The yield is 0.750. No catalyst specified. The reactants are [CH3:1][C:2]1[C:7]([N+:8]([O-:10])=[O:9])=[CH:6][CH:5]=[C:4]([CH3:11])[N:3]=1.[O:12]1CCOCC1. The product is [CH3:1][C:2]1[N:3]=[C:4]([CH:11]=[O:12])[CH:5]=[CH:6][C:7]=1[N+:8]([O-:10])=[O:9]. (7) The reactants are [C:1]([O:5][C:6]([NH:8][CH:9]1[CH:13]([OH:14])[CH2:12][N:11]([C:15]([O:17][CH2:18][C:19]2[CH:24]=[CH:23][CH:22]=[CH:21][CH:20]=2)=[O:16])[CH2:10]1)=[O:7])([CH3:4])([CH3:3])[CH3:2].[H-].[Na+].[CH2:27](Br)[CH:28]=[CH2:29].O. The catalyst is C1COCC1. The product is [CH2:29]([O:14][C@@H:13]1[C@@H:9]([NH:8][C:6]([O:5][C:1]([CH3:4])([CH3:2])[CH3:3])=[O:7])[CH2:10][N:11]([C:15]([O:17][CH2:18][C:19]2[CH:24]=[CH:23][CH:22]=[CH:21][CH:20]=2)=[O:16])[CH2:12]1)[CH:28]=[CH2:27]. The yield is 0.730. (8) The reactants are [O:1]=[C:2]1[NH:7][C:6]2[CH:8]=[C:9]([CH2:12][N:13]3[CH2:18][CH2:17][N:16]([C:19]4[CH:27]=[CH:26][C:22]([C:23](O)=[O:24])=[CH:21][N:20]=4)[CH2:15][CH2:14]3)[CH:10]=[N:11][C:5]=2[N:4]2[CH2:28][CH2:29][CH2:30][CH2:31][C@@H:3]12.[CH2:32]([N:34](C(C)C)C(C)C)[CH3:33].Cl.C(N)C. The catalyst is CN(C=O)C. The product is [CH2:32]([NH:34][C:23](=[O:24])[C:22]1[CH:26]=[CH:27][C:19]([N:16]2[CH2:15][CH2:14][N:13]([CH2:12][C:9]3[CH:10]=[N:11][C:5]4[N:4]5[CH2:28][CH2:29][CH2:30][CH2:31][C@H:3]5[C:2](=[O:1])[NH:7][C:6]=4[CH:8]=3)[CH2:18][CH2:17]2)=[N:20][CH:21]=1)[CH3:33]. The yield is 0.340. (9) The reactants are [Br:1][CH2:2][C:3]([O:5][CH2:6][CH3:7])=[O:4].[CH3:8][S:9][CH3:10]. The catalyst is CC(C)=O. The product is [Br-:1].[CH2:6]([O:5][C:3]([CH2:2][S+:9]([CH3:10])[CH3:8])=[O:4])[CH3:7]. The yield is 0.834.